Dataset: Catalyst prediction with 721,799 reactions and 888 catalyst types from USPTO. Task: Predict which catalyst facilitates the given reaction. (1) Reactant: [Cl:1][C:2]1[CH:3]=[C:4]2[NH:10][C:9](=[O:11])/[C:8](=[CH:12]\[C:13]3[CH:18]=[CH:17][CH:16]=[C:15]([Cl:19])[CH:14]=3)/[C:5]2=[N:6][CH:7]=1.[Li+].[OH-].[C:22]([C:24]1[CH:29]=[CH:28][C:27]([NH:30][C:31](=[O:40])[CH2:32]/[N:33]=[CH:34]/[CH2:35][C:36]([CH3:39])([CH3:38])[CH3:37])=[C:26]([O:41][CH3:42])[CH:25]=1)#[N:23]. Product: [Cl:1][C:2]1[CH:3]=[C:4]2[NH:10][C:9](=[O:11])[C:8]3([CH:12]([C:13]4[CH:18]=[CH:17][CH:16]=[C:15]([Cl:19])[CH:14]=4)[CH:32]([C:31]([NH:30][C:27]4[CH:28]=[CH:29][C:24]([C:22]#[N:23])=[CH:25][C:26]=4[O:41][CH3:42])=[O:40])[NH:33][CH:34]3[CH2:35][C:36]([CH3:39])([CH3:38])[CH3:37])[C:5]2=[N:6][CH:7]=1. The catalyst class is: 7. (2) Reactant: [S:1]1[CH:5]=[C:4]([CH:6]=[O:7])[N:3]=[CH:2]1.[N+:8]([CH2:10][S:11]([C:14]1[CH:19]=[CH:18][C:17]([CH3:20])=[CH:16][CH:15]=1)(=[O:13])=[O:12])#[C-:9].[C-]#N.[K+]. Product: [S:1]1[CH:5]=[C:4]([CH:6]2[O:7][CH:9]=[N:8][CH:10]2[S:11]([C:14]2[CH:19]=[CH:18][C:17]([CH3:20])=[CH:16][CH:15]=2)(=[O:13])=[O:12])[N:3]=[CH:2]1. The catalyst class is: 8.